Task: Regression. Given two drug SMILES strings and cell line genomic features, predict the synergy score measuring deviation from expected non-interaction effect.. Dataset: NCI-60 drug combinations with 297,098 pairs across 59 cell lines (1) Drug 1: CC1C(C(CC(O1)OC2CC(CC3=C2C(=C4C(=C3O)C(=O)C5=C(C4=O)C(=CC=C5)OC)O)(C(=O)C)O)N)O.Cl. Drug 2: CC1CCC2CC(C(=CC=CC=CC(CC(C(=O)C(C(C(=CC(C(=O)CC(OC(=O)C3CCCCN3C(=O)C(=O)C1(O2)O)C(C)CC4CCC(C(C4)OC)O)C)C)O)OC)C)C)C)OC. Cell line: SNB-19. Synergy scores: CSS=18.6, Synergy_ZIP=-13.4, Synergy_Bliss=-12.7, Synergy_Loewe=-10.5, Synergy_HSA=-8.87. (2) Drug 1: CC1=C(N=C(N=C1N)C(CC(=O)N)NCC(C(=O)N)N)C(=O)NC(C(C2=CN=CN2)OC3C(C(C(C(O3)CO)O)O)OC4C(C(C(C(O4)CO)O)OC(=O)N)O)C(=O)NC(C)C(C(C)C(=O)NC(C(C)O)C(=O)NCCC5=NC(=CS5)C6=NC(=CS6)C(=O)NCCC[S+](C)C)O. Drug 2: CC1C(C(CC(O1)OC2CC(CC3=C2C(=C4C(=C3O)C(=O)C5=C(C4=O)C(=CC=C5)OC)O)(C(=O)CO)O)N)O.Cl. Cell line: A498. Synergy scores: CSS=54.0, Synergy_ZIP=-3.83, Synergy_Bliss=-3.65, Synergy_Loewe=0.144, Synergy_HSA=0.282. (3) Drug 1: CC=C1C(=O)NC(C(=O)OC2CC(=O)NC(C(=O)NC(CSSCCC=C2)C(=O)N1)C(C)C)C(C)C. Drug 2: C1CN(P(=O)(OC1)NCCCl)CCCl. Cell line: T-47D. Synergy scores: CSS=45.1, Synergy_ZIP=7.14, Synergy_Bliss=6.00, Synergy_Loewe=-32.0, Synergy_HSA=2.51. (4) Drug 1: C1=NC2=C(N1)C(=S)N=C(N2)N. Drug 2: CCN(CC)CCNC(=O)C1=C(NC(=C1C)C=C2C3=C(C=CC(=C3)F)NC2=O)C. Cell line: 786-0. Synergy scores: CSS=38.7, Synergy_ZIP=5.36, Synergy_Bliss=3.49, Synergy_Loewe=-0.520, Synergy_HSA=0.973. (5) Drug 1: C1=CN(C(=O)N=C1N)C2C(C(C(O2)CO)O)O.Cl. Drug 2: C1=NC2=C(N1)C(=S)N=CN2. Cell line: HT29. Synergy scores: CSS=41.9, Synergy_ZIP=-5.29, Synergy_Bliss=-0.732, Synergy_Loewe=-0.193, Synergy_HSA=3.56. (6) Drug 1: C#CCC(CC1=CN=C2C(=N1)C(=NC(=N2)N)N)C3=CC=C(C=C3)C(=O)NC(CCC(=O)O)C(=O)O. Drug 2: C1C(C(OC1N2C=NC(=NC2=O)N)CO)O. Cell line: RPMI-8226. Synergy scores: CSS=37.4, Synergy_ZIP=-5.83, Synergy_Bliss=-3.64, Synergy_Loewe=-11.4, Synergy_HSA=-0.422. (7) Drug 2: C(CN)CNCCSP(=O)(O)O. Cell line: UACC62. Synergy scores: CSS=23.2, Synergy_ZIP=1.88, Synergy_Bliss=6.66, Synergy_Loewe=-34.0, Synergy_HSA=6.58. Drug 1: COC1=C2C(=CC3=C1OC=C3)C=CC(=O)O2.